This data is from Forward reaction prediction with 1.9M reactions from USPTO patents (1976-2016). The task is: Predict the product of the given reaction. (1) Given the reactants [Cl:1][C:2]1[C:7]([CH:8]2[CH2:13][CH2:12][NH:11][CH2:10][CH2:9]2)=[CH:6][C:5]([C:14]#[N:15])=[CH:4][C:3]=1[NH:16][C:17]1[N:22]=[C:21]([N:23]([CH:33]2[CH2:35][CH2:34]2)CC2C=CC(OC)=CC=2)[C:20]2=[N:36][CH:37]=[C:38]([C:39]#[N:40])[N:19]2[N:18]=1.C(N(CC)CC)C.Cl[C:49]([O:51][CH3:52])=[O:50].C1(OC)C=CC=CC=1.C(O)(C(F)(F)F)=O, predict the reaction product. The product is: [Cl:1][C:2]1[C:3]([NH:16][C:17]2[N:22]=[C:21]([NH:23][CH:33]3[CH2:34][CH2:35]3)[C:20]3=[N:36][CH:37]=[C:38]([C:39]#[N:40])[N:19]3[N:18]=2)=[CH:4][C:5]([C:14]#[N:15])=[CH:6][C:7]=1[CH:8]1[CH2:13][CH2:12][N:11]([C:49]([O:51][CH3:52])=[O:50])[CH2:10][CH2:9]1. (2) Given the reactants [H-].[Na+].[C:3]([O:7][C:8]([N:10]1[CH2:28][CH2:27][C:13]2([N:17]([CH2:18][C:19]3[CH:24]=[CH:23][C:22]([F:25])=[CH:21][CH:20]=3)[NH:16][C:15](=[O:26])[CH2:14]2)[CH2:12][CH2:11]1)=[O:9])([CH3:6])([CH3:5])[CH3:4].[CH2:29]([O:33][C:34]1[CH:41]=[CH:40][C:37]([CH2:38]Br)=[CH:36][CH:35]=1)[CH:30]([CH3:32])[CH3:31], predict the reaction product. The product is: [C:3]([O:7][C:8]([N:10]1[CH2:28][CH2:27][C:13]2([N:17]([CH2:18][C:19]3[CH:24]=[CH:23][C:22]([F:25])=[CH:21][CH:20]=3)[N:16]([CH2:38][C:37]3[CH:40]=[CH:41][C:34]([O:33][CH2:29][CH:30]([CH3:32])[CH3:31])=[CH:35][CH:36]=3)[C:15](=[O:26])[CH2:14]2)[CH2:12][CH2:11]1)=[O:9])([CH3:6])([CH3:4])[CH3:5]. (3) Given the reactants [Cl:1][C:2]1[CH:30]=[CH:29][C:5]([O:6][C:7]2[CH:12]=[CH:11][C:10]([N:13]3[C@@H:17]([C:18]4[CH:23]=[CH:22][CH:21]=[C:20]([C:24]([F:27])([F:26])[F:25])[CH:19]=4)[CH2:16][NH:15][C:14]3=[O:28])=[CH:9][CH:8]=2)=[CH:4][CH:3]=1.[H-].[Na+].[CH:33]([S:35]([CH3:38])(=[O:37])=[O:36])=[CH2:34].[NH4+].[Cl-], predict the reaction product. The product is: [Cl:1][C:2]1[CH:3]=[CH:4][C:5]([O:6][C:7]2[CH:8]=[CH:9][C:10]([N:13]3[C@@H:17]([C:18]4[CH:23]=[CH:22][CH:21]=[C:20]([C:24]([F:26])([F:25])[F:27])[CH:19]=4)[CH2:16][N:15]([CH2:34][CH2:33][S:35]([CH3:38])(=[O:37])=[O:36])[C:14]3=[O:28])=[CH:11][CH:12]=2)=[CH:29][CH:30]=1.[Cl:1][C:2]1[CH:3]=[CH:4][C:5]([O:6][C:7]2[CH:8]=[CH:9][C:10]([N:13]3[C@@H:17]([C:18]4[CH:23]=[CH:22][CH:21]=[C:20]([C:24]([F:25])([F:27])[F:26])[CH:19]=4)[CH2:16][NH:15][C:14]3=[O:28])=[CH:11][CH:12]=2)=[CH:29][CH:30]=1.